From a dataset of Experimentally validated miRNA-target interactions with 360,000+ pairs, plus equal number of negative samples. Binary Classification. Given a miRNA mature sequence and a target amino acid sequence, predict their likelihood of interaction. (1) Result: 1 (interaction). The protein sequence of the target gene is MARERPPGRGCGVLRRCLLGAVLLFGLRLCAELRRAGPGSPTRSAPPGPAWRPPGPHLPPAPGQPRGASRRQVTYVRSGRRAPPGGGGSGTPEPGCCAPRGRPRRKGPRWHIDLQPWAGSAQSLDEEAWRFLRYISTTQIACNHMNTDSLATDSSPTHKPWSVCLDDRFNLAHQIRNKQCRLYSLGLGSDDTHFEVSMANNGCEVHRFDPSVKSAHILESQHLWYHRLSIDWRDPHPAVAAQKPHSNTRKLGSILNEFGHHKIDVLKADLESAEWKVLENLILEDVLEQIGQLIFEIHLH.... The miRNA is hsa-miR-6868-3p with sequence UUCCUUCUGUUGUCUGUGCAG. (2) The miRNA is hsa-miR-2054 with sequence CUGUAAUAUAAAUUUAAUUUAUU. The protein sequence of the target gene is MKVNRETKRLYVGGLSQDISEADLQNQFSRFGEVSDVEIITRKDDQGNPQKVFAYINISVAEADLKKCMSVLNKTKWKGGTLQIQLAKESFLHRLAQEREAAKAKKEESTTGNANLLEKTGGVDFHMKAVPGTEVPGHKNWVVSKFGRVLPVLHLKNQHKRKIIKYDPSKYCHNLKKIGEDFSNTIPISSLTWELEGGNDPMSKKRRGEFSDFHGPPKKIIKVQKDESSTGSLAMSTRPRRVIERPPLTQQQAAQKRTCDSITPSKSSPVPVSDTQKLKNLPFKTSGLETAKKRNSISDD.... Result: 0 (no interaction). (3) The miRNA is mmu-miR-6380 with sequence UGUAAGUGCUUUUAACUGCUGAGC. The protein sequence of the target gene is MAGLKRRASQVWPEERGEQEHGLYSLHRMFDIVGTHLTHRDVRVLSFLFVDVIDDHERGLIRNGRDFLLALERQGRCDESNFRQVLQLLRIITRHDLLPYVTLKKRRAVCPDLVDKYLEETSIRYVTPRALSDPEPRPPQPSKTVPPHYPVVCCPTSGSQMCSKRPARGRTTLGSQRKRRKSVTPDPKEKQTCDIRLRVRAEYCQHETALQGNVFSNKQDPLERQFERFNQANTILKSRDLGSIICDIKFSELTYLDAFWRDYINGSLLEALKGVFITDSLKQAVGHEAIKLLVNVDEED.... Result: 0 (no interaction). (4) The miRNA is hsa-let-7a-5p with sequence UGAGGUAGUAGGUUGUAUAGUU. The protein sequence of the target gene is MAAPCVSYGGAVSYRLLLWGRGSLARKQGLWKTAAPELQTNVRSQILRLRHTAFVIPKKNVPTSKRETYTEDFIKKQIEEFNIGKRHLANMMGEDPETFTQEDIDRAIAYLFPSGLFEKRARPVMKHPEQIFPRQRAIQWGEDGRPFHYLFYTGKQSYYSLMHDVYGMLLNLEKHQSHLQAKSLLPEKTVTRDVIGSRWLIKEELEEMLVEKLSDLDYMQFIRLLEKLLTSQCGAAEEEFVQRFRRSVTLESKKQLIEPVQYDEQGMAFSKSEGKRKTAKAEAIVYKHGSGRIKVNGIDY.... Result: 0 (no interaction).